Dataset: Full USPTO retrosynthesis dataset with 1.9M reactions from patents (1976-2016). Task: Predict the reactants needed to synthesize the given product. (1) Given the product [C:1]1([C:23]2[CH:24]=[CH:25][CH:26]=[CH:27][CH:28]=2)[CH:2]=[CH:3][C:4]([NH:7][C:8](=[O:22])[NH:9][C@@H:10]([C:15]2[CH:20]=[CH:19][C:18]([CH3:21])=[CH:17][CH:16]=2)[CH2:11][C:12]([NH:42][CH2:45][CH2:46][N:29]2[CH2:30][CH2:35][CH2:40][CH2:39]2)=[O:14])=[CH:5][CH:6]=1, predict the reactants needed to synthesize it. The reactants are: [C:1]1([C:23]2[CH:28]=[CH:27][CH:26]=[CH:25][CH:24]=2)[CH:6]=[CH:5][C:4]([NH:7][C:8](=[O:22])[NH:9][CH:10]([C:15]2[CH:20]=[CH:19][C:18]([CH3:21])=[CH:17][CH:16]=2)[CH2:11][C:12]([OH:14])=O)=[CH:3][CH:2]=1.[NH2:29][CH:30]([C:35]1[CH:40]=[CH:39]C(C)=CC=1)CC(O)=O.[N:42]([C:45]1C=CC(C2C=CC=CC=2)=C[CH:46]=1)=C=O. (2) The reactants are: Br[C:2]1[NH:3][C:4]2[C:9]([C:10]=1[CH:11]1[CH2:16][CH2:15][CH2:14][CH2:13][CH2:12]1)=[CH:8][CH:7]=[C:6]([C:17]([O:19][CH3:20])=[O:18])[CH:5]=2.[CH:21]([C:23]1[C:24]([O:32][CH3:33])=[C:25](B(O)O)[CH:26]=[CH:27][CH:28]=1)=[O:22].C([O-])([O-])=O.[Na+].[Na+]. Given the product [CH:11]1([C:10]2[C:9]3[C:4](=[CH:5][C:6]([C:17]([O:19][CH3:20])=[O:18])=[CH:7][CH:8]=3)[NH:3][C:2]=2[C:25]2[CH:26]=[CH:27][CH:28]=[C:23]([CH:21]=[O:22])[C:24]=2[O:32][CH3:33])[CH2:16][CH2:15][CH2:14][CH2:13][CH2:12]1, predict the reactants needed to synthesize it. (3) The reactants are: [Si]([O:8][CH2:9][C:10]1([CH3:34])[S:16][CH2:15][CH2:14][N:13]2[C:17]([C:20]3[CH:25]=[CH:24][C:23]([C:26]4[CH:31]=[CH:30][C:29]([F:32])=[CH:28][CH:27]=4)=[CH:22][C:21]=3[Cl:33])=[N:18][N:19]=[C:12]2[CH2:11]1)(C(C)(C)C)(C)C.Cl.O1CCOCC1.C(=O)([O-])O.[Na+]. Given the product [Cl:33][C:21]1[CH:22]=[C:23]([C:26]2[CH:27]=[CH:28][C:29]([F:32])=[CH:30][CH:31]=2)[CH:24]=[CH:25][C:20]=1[C:17]1[N:13]2[CH2:14][CH2:15][S:16][C:10]([CH2:9][OH:8])([CH3:34])[CH2:11][C:12]2=[N:19][N:18]=1, predict the reactants needed to synthesize it. (4) Given the product [Cl:21][C:22]1[CH:27]=[C:26]([C:4](=[O:5])/[CH:3]=[CH:2]/[C:1]([OH:6])=[O:7])[CH:25]=[CH:24][C:23]=1[O:28][CH3:29], predict the reactants needed to synthesize it. The reactants are: [C:1]1(=[O:7])[O:6][C:4](=[O:5])[CH:3]=[CH:2]1.S(OCC)(OCC)(=O)=O.[Cl-].[Al+3].[Cl-].[Cl-].[Cl:21][C:22]1[CH:27]=[CH:26][CH:25]=[CH:24][C:23]=1[O:28][CH3:29].Cl.[I-].[Na+].Cl[Si](C)(C)C.